This data is from Forward reaction prediction with 1.9M reactions from USPTO patents (1976-2016). The task is: Predict the product of the given reaction. (1) Given the reactants C([N:4]1[C:12]2[C:7](=[CH:8][CH:9]=[C:10]([C:13]([O:15]C)=[O:14])[CH:11]=2)[C:6](=[CH:17][O:18]CC)[C:5]1=[O:21])(=O)C.[OH-].[Na+].Cl, predict the reaction product. The product is: [OH:18][CH:17]=[C:6]1[C:7]2[C:12](=[CH:11][C:10]([C:13]([OH:15])=[O:14])=[CH:9][CH:8]=2)[NH:4][C:5]1=[O:21]. (2) Given the reactants [C:1]([O:8][C:9]([CH3:12])([CH3:11])[CH3:10])(=[O:7])[CH2:2][C:3]([O:5][CH3:6])=[O:4].[H-].[Na+].F[C:16]1[CH:21]=[CH:20][C:19]([N+:22]([O-:24])=[O:23])=[CH:18][CH:17]=1.O, predict the reaction product. The product is: [CH3:6][O:5][C:3](=[O:4])[CH:2]([C:16]1[CH:21]=[CH:20][C:19]([N+:22]([O-:24])=[O:23])=[CH:18][CH:17]=1)[C:1]([O:8][C:9]([CH3:12])([CH3:11])[CH3:10])=[O:7]. (3) Given the reactants [F:1][C:2]([F:12])([F:11])[C:3]1[CH:9]=[CH:8][C:6]([NH2:7])=[C:5]([I:10])[CH:4]=1.[CH3:13][C:14]1([CH3:27])[C:18]2[CH:19]=[C:20]([S:23](Cl)(=[O:25])=[O:24])[CH:21]=[CH:22][C:17]=2[O:16][CH2:15]1, predict the reaction product. The product is: [I:10][C:5]1[CH:4]=[C:3]([C:2]([F:1])([F:11])[F:12])[CH:9]=[CH:8][C:6]=1[NH:7][S:23]([C:20]1[CH:21]=[CH:22][C:17]2[O:16][CH2:15][C:14]([CH3:13])([CH3:27])[C:18]=2[CH:19]=1)(=[O:24])=[O:25]. (4) Given the reactants [Br:1][C:2]1[S:3][C:4](Br)=[CH:5][CH:6]=1.[Mg].[CH3:9][C:10]([O:14][Si](C)(C)C)([CH3:13])[C:11]#N.Cl.C(=O)(O)[O-:21].[Na+], predict the reaction product. The product is: [Br:1][C:2]1[S:3][C:4]([C:11](=[O:21])[C:10]([OH:14])([CH3:9])[CH3:13])=[CH:5][CH:6]=1. (5) Given the reactants [CH3:1][S:2]([C:5]1[CH:6]=[CH:7][C:8]([C:14]2[S:15][CH:16]=[CH:17][CH:18]=2)=[C:9]([CH:13]=1)[C:10]([OH:12])=O)(=[O:4])=[O:3].Cl.[Cl:20][C:21]1[CH:22]=[C:23]([N:30]2[CH2:35][CH2:34][NH:33][CH2:32][CH2:31]2)[CH:24]=[C:25]([Cl:29])[C:26]=1[O:27][CH3:28], predict the reaction product. The product is: [Cl:20][C:21]1[CH:22]=[C:23]([N:30]2[CH2:35][CH2:34][N:33]([C:10]([C:9]3[CH:13]=[C:5]([S:2]([CH3:1])(=[O:3])=[O:4])[CH:6]=[CH:7][C:8]=3[C:14]3[S:15][CH:16]=[CH:17][CH:18]=3)=[O:12])[CH2:32][CH2:31]2)[CH:24]=[C:25]([Cl:29])[C:26]=1[O:27][CH3:28].